This data is from Forward reaction prediction with 1.9M reactions from USPTO patents (1976-2016). The task is: Predict the product of the given reaction. (1) The product is: [Br:37][CH2:8][CH2:7][C:4]1[CH:5]=[CH:6][C:1]([CH3:10])=[CH:2][CH:3]=1. Given the reactants [C:1]1([CH3:10])[CH:6]=[CH:5][C:4]([CH2:7][CH2:8]O)=[CH:3][CH:2]=1.C1C=CC(P(C2C=CC=CC=2)C2C=CC=CC=2)=CC=1.C1C(=O)N([Br:37])C(=O)C1, predict the reaction product. (2) The product is: [F:10][C:11]1[CH:12]=[C:13]([O:17][C:2]2[CH:3]=[C:4]([CH:7]=[CH:8][CH:9]=2)[C:5]#[N:6])[CH:14]=[CH:15][CH:16]=1. Given the reactants F[C:2]1[CH:3]=[C:4]([CH:7]=[CH:8][CH:9]=1)[C:5]#[N:6].[F:10][C:11]1[CH:12]=[C:13]([OH:17])[CH:14]=[CH:15][CH:16]=1.C(=O)([O-])[O-].[Cs+].[Cs+].Cl, predict the reaction product.